From a dataset of Full USPTO retrosynthesis dataset with 1.9M reactions from patents (1976-2016). Predict the reactants needed to synthesize the given product. The reactants are: [Br:1][C:2]1[N:3]=[C:4]2[CH:10]=[CH:9][NH:8][C:5]2=[N:6][CH:7]=1.[H-].[Na+].[C:13]([C:17]1[CH:22]=[CH:21][C:20]([S:23](Cl)(=[O:25])=[O:24])=[CH:19][CH:18]=1)([CH3:16])([CH3:15])[CH3:14]. Given the product [Br:1][C:2]1[N:3]=[C:4]2[CH:10]=[CH:9][N:8]([S:23]([C:20]3[CH:21]=[CH:22][C:17]([C:13]([CH3:16])([CH3:15])[CH3:14])=[CH:18][CH:19]=3)(=[O:25])=[O:24])[C:5]2=[N:6][CH:7]=1, predict the reactants needed to synthesize it.